Dataset: Full USPTO retrosynthesis dataset with 1.9M reactions from patents (1976-2016). Task: Predict the reactants needed to synthesize the given product. (1) Given the product [NH2:33][C:30]1[N:31]=[CH:32][C:27]([C:8]2[N:7]=[C:6]3[C:11]([N:12]=[C:13]([N:14]4[CH2:19][CH2:18][N:17]([C:62](=[O:63])[CH2:61][C@@H:60]([OH:59])[CH3:65])[C@H:16]([CH3:20])[CH2:15]4)[N:5]3[CH2:1][CH:2]([CH3:4])[CH3:3])=[C:10]([N:21]3[CH2:26][CH2:25][O:24][CH2:23][CH2:22]3)[N:9]=2)=[CH:28][N:29]=1, predict the reactants needed to synthesize it. The reactants are: [CH2:1]([N:5]1[C:13]([N:14]2[CH2:19][CH2:18][NH:17][C@H:16]([CH3:20])[CH2:15]2)=[N:12][C:11]2[C:6]1=[N:7][C:8]([C:27]1[CH:28]=[N:29][C:30]([NH2:33])=[N:31][CH:32]=1)=[N:9][C:10]=2[N:21]1[CH2:26][CH2:25][O:24][CH2:23][CH2:22]1)[CH:2]([CH3:4])[CH3:3].C1(N=C=NC2CCCCC2)CCCCC1.ON1C2C=CC=CC=2N=N1.[OH:59][C@@H:60]([CH3:65])[CH2:61][C:62](O)=[O:63]. (2) Given the product [C:33]([O:37][C:38](=[O:46])[NH:39][C@@H:40]1[CH2:45][CH2:44][CH2:43][N:42]([CH2:31][C:3]2[C:2]([Cl:1])=[C:11]3[C:6]([C:7](=[O:26])[N:8]([CH2:13][C:14]4[CH:19]=[C:18]([Cl:20])[CH:17]=[CH:16][C:15]=4[S:21]([CH2:24][CH3:25])(=[O:23])=[O:22])[C:9](=[O:12])[NH:10]3)=[CH:5][C:4]=2[C:27]([F:29])([F:30])[F:28])[CH2:41]1)([CH3:36])([CH3:34])[CH3:35], predict the reactants needed to synthesize it. The reactants are: [Cl:1][C:2]1[C:3]([CH:31]=O)=[C:4]([C:27]([F:30])([F:29])[F:28])[CH:5]=[C:6]2[C:11]=1[NH:10][C:9](=[O:12])[N:8]([CH2:13][C:14]1[CH:19]=[C:18]([Cl:20])[CH:17]=[CH:16][C:15]=1[S:21]([CH2:24][CH3:25])(=[O:23])=[O:22])[C:7]2=[O:26].[C:33]([O:37][C:38](=[O:46])[NH:39][C@@H:40]1[CH2:45][CH2:44][CH2:43][NH:42][CH2:41]1)([CH3:36])([CH3:35])[CH3:34]. (3) Given the product [CH3:20][O:21][C:22]1[CH:23]=[CH:24][C:25]([C:28]2[O:32][C:31]([C:33]([N:1]3[CH2:4][CH:3]([O:5][C:6]4[CH:18]=[CH:17][C:9]([CH2:10][N:11]5[CH2:12][CH2:13][O:14][CH2:15][CH2:16]5)=[CH:8][C:7]=4[CH3:19])[CH2:2]3)=[O:34])=[N:30][N:29]=2)=[CH:26][CH:27]=1, predict the reactants needed to synthesize it. The reactants are: [NH:1]1[CH2:4][CH:3]([O:5][C:6]2[CH:18]=[CH:17][C:9]([CH2:10][N:11]3[CH2:16][CH2:15][O:14][CH2:13][CH2:12]3)=[CH:8][C:7]=2[CH3:19])[CH2:2]1.[CH3:20][O:21][C:22]1[CH:27]=[CH:26][C:25]([C:28]2[O:32][C:31]([C:33](OCC)=[O:34])=[N:30][N:29]=2)=[CH:24][CH:23]=1. (4) Given the product [NH2:25][C:26]1[C:27]([C:36]([N:47]([CH2:46][C:41]2[CH:42]=[CH:43][CH:44]=[CH:45][N:40]=2)[CH2:48][C:49]([O:51][CH2:52][CH3:53])=[O:50])=[O:38])=[CH:28][C:29]2[C:34]([CH:35]=1)=[CH:33][CH:32]=[CH:31][CH:30]=2, predict the reactants needed to synthesize it. The reactants are: CN(C(ON1N=NC2C=CC=NC1=2)=[N+](C)C)C.F[P-](F)(F)(F)(F)F.[NH2:25][C:26]1[C:27]([C:36]([OH:38])=O)=[CH:28][C:29]2[C:34]([CH:35]=1)=[CH:33][CH:32]=[CH:31][CH:30]=2.Cl.[N:40]1[CH:45]=[CH:44][CH:43]=[CH:42][C:41]=1[CH2:46][NH:47][CH2:48][C:49]([O:51][CH2:52][CH3:53])=[O:50].C(N(C(C)C)CC)(C)C. (5) Given the product [CH3:1][O:2][C:3]1[CH:4]=[C:5]([N:9]2[C@H:16]3[C@H:11]([CH2:12][CH2:13][NH:14][CH2:15]3)[CH2:10]2)[CH:6]=[N:7][CH:8]=1, predict the reactants needed to synthesize it. The reactants are: [CH3:1][O:2][C:3]1[CH:4]=[C:5]([N:9]2[C@H:16]3[C@H:11]([CH2:12][CH2:13][N:14](C(OC(C)(C)C)=O)[CH2:15]3)[CH2:10]2)[CH:6]=[N:7][CH:8]=1.FC(F)(F)C(O)=O. (6) Given the product [CH:20]1([N:2]2[C:6](=[O:8])[CH2:5][CH2:4][C@H:3]2[C:10]([O:12][CH3:13])=[O:11])[CH2:24][CH2:23][CH2:22][CH2:21]1, predict the reactants needed to synthesize it. The reactants are: Cl.[NH2:2][C@@H:3]([C:10]([O:12][CH3:13])=[O:11])[CH2:4][CH2:5][C:6]([O:8]C)=O.[OH-].[Na+].C(O)(=O)C.[C:20]1(=O)[CH2:24][CH2:23][CH2:22][CH2:21]1.[BH4-].[Na+]. (7) The reactants are: COC(=O)C1C(C)=CC(C2C=CC=C(C(F)(F)F)C=2)=NC=1OC.Cl[C:25]1[N:30]=[C:29]([C:31]([N:33]2[CH2:38][CH2:37][CH:36]([N:39]3[CH2:43][CH2:42][CH2:41][CH2:40]3)[CH2:35][CH2:34]2)=[O:32])[C:28]([CH3:44])=[CH:27][C:26]=1[C:45]1[CH:50]=[CH:49][CH:48]=[C:47]([C:51]([F:54])([F:53])[F:52])[CH:46]=1.[CH3:55][O:56][C:57]1[N:62]=[CH:61][C:60](B(O)O)=[CH:59][N:58]=1. Given the product [CH3:55][O:56][C:57]1[N:62]=[CH:61][C:60]([C:25]2[N:30]=[C:29]([C:31]([N:33]3[CH2:38][CH2:37][CH:36]([N:39]4[CH2:43][CH2:42][CH2:41][CH2:40]4)[CH2:35][CH2:34]3)=[O:32])[C:28]([CH3:44])=[CH:27][C:26]=2[C:45]2[CH:50]=[CH:49][CH:48]=[C:47]([C:51]([F:54])([F:53])[F:52])[CH:46]=2)=[CH:59][N:58]=1, predict the reactants needed to synthesize it. (8) Given the product [Br:1][C:2]1[CH:3]=[C:4]([C:8]2[C:9]([C:17]3[CH:22]=[CH:21][CH:20]=[CH:19][CH:18]=3)=[C:10]([C:13]([OH:15])=[O:14])[NH:11][CH:12]=2)[CH:5]=[CH:6][CH:7]=1, predict the reactants needed to synthesize it. The reactants are: [Br:1][C:2]1[CH:3]=[C:4]([C:8]2[C:9]([C:17]3[CH:22]=[CH:21][CH:20]=[CH:19][CH:18]=3)=[C:10]([C:13]([O:15]C)=[O:14])[NH:11][CH:12]=2)[CH:5]=[CH:6][CH:7]=1.[OH-].[Na+].